Dataset: Peptide-MHC class II binding affinity with 134,281 pairs from IEDB. Task: Regression. Given a peptide amino acid sequence and an MHC pseudo amino acid sequence, predict their binding affinity value. This is MHC class II binding data. The peptide sequence is FGQNTSAIAAAEAQY. The MHC is HLA-DQA10501-DQB10201 with pseudo-sequence HLA-DQA10501-DQB10201. The binding affinity (normalized) is 0.522.